From a dataset of Full USPTO retrosynthesis dataset with 1.9M reactions from patents (1976-2016). Predict the reactants needed to synthesize the given product. The reactants are: C(N1C(C2CCN(C3COC3)CC2)=CC(C2C=C(C(F)(F)F)C(N)=NC=2)=N1)(C)C.I[C:31]1[CH:35]=[C:34]([CH:36]2[CH2:41][CH2:40][N:39]([C:42]([O:44][C:45]([CH3:48])([CH3:47])[CH3:46])=[O:43])[CH2:38][CH2:37]2)[N:33]([CH:49]([CH3:51])[CH3:50])[N:32]=1.CC1(C)C(C)(C)OC([C:60]2[CH:61]=[C:62]3[C:68]([C:69]#[N:70])=[CH:67][NH:66][C:63]3=[N:64][CH:65]=2)O1. Given the product [C:69]([C:68]1[C:62]2[C:63](=[N:64][CH:65]=[C:60]([C:31]3[CH:35]=[C:34]([CH:36]4[CH2:41][CH2:40][N:39]([C:42]([O:44][C:45]([CH3:48])([CH3:47])[CH3:46])=[O:43])[CH2:38][CH2:37]4)[N:33]([CH:49]([CH3:51])[CH3:50])[N:32]=3)[CH:61]=2)[NH:66][CH:67]=1)#[N:70], predict the reactants needed to synthesize it.